This data is from Peptide-MHC class II binding affinity with 134,281 pairs from IEDB. The task is: Regression. Given a peptide amino acid sequence and an MHC pseudo amino acid sequence, predict their binding affinity value. This is MHC class II binding data. (1) The peptide sequence is YAHAAHAAHAAHAAHAA. The MHC is DRB1_0701 with pseudo-sequence DRB1_0701. The binding affinity (normalized) is 0.162. (2) The peptide sequence is HENHGLKTRQEKWMT. The MHC is DRB3_0101 with pseudo-sequence DRB3_0101. The binding affinity (normalized) is 0. (3) The MHC is DRB1_1101 with pseudo-sequence DRB1_1101. The binding affinity (normalized) is 0.138. The peptide sequence is MVKISGGPHISY. (4) The peptide sequence is LEAAVKQAYAATVAT. The MHC is HLA-DPA10103-DPB10401 with pseudo-sequence HLA-DPA10103-DPB10401. The binding affinity (normalized) is 0.0953.